Predict which catalyst facilitates the given reaction. From a dataset of Catalyst prediction with 721,799 reactions and 888 catalyst types from USPTO. (1) Reactant: [OH:1][C@H:2]([CH3:6])[C:3]([NH2:5])=[O:4].[H-].[Na+].Cl[C:10]1[CH:11]=[CH:12][C:13]2[N:14]([C:16]([C:19]3[O:27][C:26]4[CH:25]=[CH:24][N:23]=[C:22]([O:28][CH3:29])[C:21]=4[CH:20]=3)=[CH:17][N:18]=2)[N:15]=1. Product: [OH:1][C@H:2]([CH3:6])[C:3]([NH:5][C:10]1[CH:11]=[CH:12][C:13]2[N:14]([C:16]([C:19]3[O:27][C:26]4[CH:25]=[CH:24][N:23]=[C:22]([O:28][CH3:29])[C:21]=4[CH:20]=3)=[CH:17][N:18]=2)[N:15]=1)=[O:4]. The catalyst class is: 3. (2) Reactant: Br[CH2:2][C:3]1[CH2:8][CH2:7][O:6][CH2:5][C:4]=1[C:9]1[N:13]([CH:14]([CH3:16])[CH3:15])[N:12]=[CH:11][CH:10]=1.[OH:17][C:18]1[CH:25]=[CH:24][CH:23]=[C:22]([OH:26])[C:19]=1[CH:20]=[O:21].C([O-])([O-])=O.[K+].[K+]. Product: [OH:17][C:18]1[CH:25]=[CH:24][CH:23]=[C:22]([O:26][CH2:2][C:3]2[CH2:8][CH2:7][O:6][CH2:5][C:4]=2[C:9]2[N:13]([CH:14]([CH3:16])[CH3:15])[N:12]=[CH:11][CH:10]=2)[C:19]=1[CH:20]=[O:21]. The catalyst class is: 303.